From a dataset of Forward reaction prediction with 1.9M reactions from USPTO patents (1976-2016). Predict the product of the given reaction. (1) Given the reactants [CH:1]([C:4]1[C:8]2[CH:9]=[CH:10][CH:11]=[CH:12][C:7]=2[O:6][CH:5]=1)([CH3:3])[CH3:2].[Li]CCCC.CN([CH:21]=[O:22])C, predict the reaction product. The product is: [CH:1]([C:4]1[C:8]2[CH:9]=[CH:10][CH:11]=[CH:12][C:7]=2[O:6][C:5]=1[CH:21]=[O:22])([CH3:3])[CH3:2]. (2) Given the reactants [Br:1][C:2]1[CH:11]=[CH:10][CH:9]=[C:8]2[C:3]=1[CH:4]=[CH:5][CH:6]=[C:7]2[C:12](O)=[O:13].B.CO, predict the reaction product. The product is: [Br:1][C:2]1[CH:11]=[CH:10][CH:9]=[C:8]2[C:3]=1[CH:4]=[CH:5][CH:6]=[C:7]2[CH2:12][OH:13]. (3) Given the reactants [CH2:1]([N:8]1[C:17]2[C:12](=[CH:13][C:14]([C:18]([F:21])([F:20])[F:19])=[CH:15][CH:16]=2)[CH2:11][CH:10](C(O)=O)[CH2:9]1)[C:2]1[CH:7]=[CH:6][CH:5]=[CH:4][CH:3]=1.C1(P(N=[N+]=[N-])(C2C=CC=CC=2)=[O:32])C=CC=CC=1.C([N:44]([CH2:47]C)CC)C.[CH2:49]([OH:56])[C:50]1[CH:55]=[CH:54][CH:53]=[CH:52][CH:51]=1, predict the reaction product. The product is: [CH2:1]([N:8]1[C:17]2[C:12](=[CH:13][C:14]([C:18]([F:19])([F:20])[F:21])=[CH:15][CH:16]=2)[CH2:11][CH:10]([NH:44][C:47](=[O:32])[O:56][CH2:49][C:50]2[CH:55]=[CH:54][CH:53]=[CH:52][CH:51]=2)[CH2:9]1)[C:2]1[CH:3]=[CH:4][CH:5]=[CH:6][CH:7]=1. (4) Given the reactants [C:1]([Si:5]([CH3:29])([CH3:28])[O:6][C:7]1[CH:8]=[C:9]([CH:15]([C:17]2[CH:22]=[CH:21][C:20]([O:23][CH3:24])=[C:19]([O:25][CH2:26][CH3:27])[CH:18]=2)[OH:16])[CH:10]=[CH:11][C:12]=1[O:13][CH3:14])([CH3:4])([CH3:3])[CH3:2], predict the reaction product. The product is: [C:1]([Si:5]([CH3:29])([CH3:28])[O:6][C:7]1[CH:8]=[C:9]([C:15]([C:17]2[CH:22]=[CH:21][C:20]([O:23][CH3:24])=[C:19]([O:25][CH2:26][CH3:27])[CH:18]=2)=[O:16])[CH:10]=[CH:11][C:12]=1[O:13][CH3:14])([CH3:4])([CH3:2])[CH3:3]. (5) Given the reactants [F:1][C:2]([F:16])([F:15])[C:3]1[CH:4]=[C:5]([Mg]Br)[CH:6]=[C:7]([C:9]([F:12])([F:11])[F:10])[CH:8]=1.FC(F)(F)C1C=C(Br)C=C(C(F)(F)F)C=1.Cl[C:33]1[C:42]2[C:37](=[CH:38][CH:39]=[C:40]([CH3:43])[CH:41]=2)[N:36]=[C:35]([CH3:44])[CH:34]=1.C1(P(C2C=CC=CC=2)CCCP(C2C=CC=CC=2)C2C=CC=CC=2)C=CC=CC=1, predict the reaction product. The product is: [CH3:44][C:35]1[CH:34]=[C:33]([C:5]2[CH:4]=[C:3]([C:2]([F:16])([F:15])[F:1])[CH:8]=[C:7]([C:9]([F:12])([F:11])[F:10])[CH:6]=2)[C:42]2[C:37](=[CH:38][CH:39]=[C:40]([CH3:43])[CH:41]=2)[N:36]=1. (6) The product is: [C:39]([O:31][C:27]1[CH:26]=[CH:25][C:24]2[C:29](=[CH:30][C:21]([O:20][CH2:19][CH2:18][CH2:17][CH2:16][N:13]3[CH2:12][CH2:11][N:10]([C:6]4[C:3]5[CH:4]=[CH:5][S:1][C:2]=5[CH:9]=[CH:8][CH:7]=4)[CH2:15][CH2:14]3)=[CH:22][CH:23]=2)[N:28]=1)(=[O:41])[CH3:40]. Given the reactants [S:1]1[CH:5]=[CH:4][C:3]2[C:6]([N:10]3[CH2:15][CH2:14][N:13]([CH2:16][CH2:17][CH2:18][CH2:19][O:20][C:21]4[CH:30]=[C:29]5[C:24]([CH:25]=[CH:26][C:27](=[O:31])[NH:28]5)=[CH:23][CH:22]=4)[CH2:12][CH2:11]3)=[CH:7][CH:8]=[CH:9][C:2]1=2.C(N(CC)CC)C.[C:39](Cl)(=[O:41])[CH3:40], predict the reaction product. (7) Given the reactants Br[CH2:2][C:3]1[C:12]2[C:7](=[CH:8][CH:9]=[CH:10][CH:11]=2)[C:6]([C:13]([NH:15][C:16]2[C:17]([C:22]([OH:24])=[O:23])=[N:18][CH:19]=[CH:20][CH:21]=2)=[O:14])=[CH:5][CH:4]=1.[NH:25]1[CH:29]=[CH:28][N:27]=[N:26]1, predict the reaction product. The product is: [N:25]1([CH2:2][C:3]2[C:12]3[C:7](=[CH:8][CH:9]=[CH:10][CH:11]=3)[C:6]([C:13]([NH:15][C:16]3[C:17]([C:22]([OH:24])=[O:23])=[N:18][CH:19]=[CH:20][CH:21]=3)=[O:14])=[CH:5][CH:4]=2)[CH:29]=[CH:28][N:27]=[N:26]1. (8) Given the reactants [CH2:1]([O:3][C:4](=[O:12])[C:5]1[C:10]([CH3:11])=[CH:9][CH:8]=[N:7][CH:6]=1)[CH3:2].C(O)(=O)[C@@H]([C@H](C(O)=O)O)O, predict the reaction product. The product is: [CH2:1]([O:3][C:4]([CH:5]1[CH:10]([CH3:11])[CH2:9][CH2:8][NH:7][CH2:6]1)=[O:12])[CH3:2]. (9) The product is: [CH3:8][C:7]1[N:6]([CH2:9][C:10]([F:13])([F:12])[F:11])[C:5](=[O:14])[CH:4]=[CH:3][C:2]=1[C:17]1[CH:18]=[C:19]([F:23])[CH:20]=[C:21]([F:22])[C:16]=1[F:15]. Given the reactants Br[C:2]1[CH:3]=[CH:4][C:5](=[O:14])[N:6]([CH2:9][C:10]([F:13])([F:12])[F:11])[C:7]=1[CH3:8].[F:15][C:16]1[C:21]([F:22])=[CH:20][C:19]([F:23])=[CH:18][C:17]=1B(O)O.[F-].[Cs+], predict the reaction product. (10) Given the reactants [CH2:1]([S:3]([NH:6][C:7]1[CH:8]=[C:9]2[C:13](=[CH:14][CH:15]=1)[NH:12][CH:11]=[CH:10]2)(=[O:5])=[O:4])[CH3:2].[C:16]([OH:20])(=[O:19])[CH:17]=[CH2:18].C(OC(=O)C)(=O)C, predict the reaction product. The product is: [CH2:1]([S:3]([NH:6][C:7]1[CH:8]=[C:9]2[C:13](=[CH:14][CH:15]=1)[NH:12][CH:11]=[C:10]2[CH2:18][CH2:17][C:16]([OH:20])=[O:19])(=[O:5])=[O:4])[CH3:2].